Predict the product of the given reaction. From a dataset of Forward reaction prediction with 1.9M reactions from USPTO patents (1976-2016). (1) Given the reactants [ClH:1].[CH3:2][O:3][C:4]1[CH:9]=[CH:8][C:7]([N:10]([CH3:29])[C:11](=[O:28])[C@@H:12]([NH:20]C(=O)OC(C)(C)C)[CH2:13][C:14]2[CH:19]=[CH:18][CH:17]=[CH:16][CH:15]=2)=[CH:6][CH:5]=1, predict the reaction product. The product is: [ClH:1].[NH2:20][C@@H:12]([CH2:13][C:14]1[CH:15]=[CH:16][CH:17]=[CH:18][CH:19]=1)[C:11]([N:10]([C:7]1[CH:8]=[CH:9][C:4]([O:3][CH3:2])=[CH:5][CH:6]=1)[CH3:29])=[O:28]. (2) Given the reactants [CH3:1][C:2]1[NH:3][C:4]2[CH:10]=[CH:9][CH:8]=[CH:7][C:5]=2[N:6]=1.Cl[C:12]1[N:20]=[C:19]2[C:15]([N:16]=[C:17]([CH2:22][N:23]3[CH:28]4[CH2:29][CH2:30][CH:24]3[CH2:25][O:26][CH2:27]4)[N:18]2[CH3:21])=[C:14]([N:31]2[CH2:36][CH2:35][O:34][CH2:33][CH2:32]2)[N:13]=1, predict the reaction product. The product is: [CH3:21][N:18]1[C:17]([CH2:22][N:23]2[CH:24]3[CH2:30][CH2:29][CH:28]2[CH2:27][O:26][CH2:25]3)=[N:16][C:15]2[C:19]1=[N:20][C:12]([N:3]1[C:4]3[CH:10]=[CH:9][CH:8]=[CH:7][C:5]=3[N:6]=[C:2]1[CH3:1])=[N:13][C:14]=2[N:31]1[CH2:36][CH2:35][O:34][CH2:33][CH2:32]1. (3) The product is: [CH3:10][C:11]1[CH:16]=[C:15]([N+:17]([O-:19])=[O:18])[CH:14]=[CH:13][C:12]=1[N:20]=[C:21]1[N:6]([CH2:5][CH:2]2[CH2:4][CH2:3]2)[CH2:7][CH2:8][S:22]1. Given the reactants [Cl-].[CH:2]1([CH2:5][NH2+:6][CH2:7][CH2:8]Cl)[CH2:4][CH2:3]1.[CH3:10][C:11]1[CH:16]=[C:15]([N+:17]([O-:19])=[O:18])[CH:14]=[CH:13][C:12]=1[N:20]=[C:21]=[S:22], predict the reaction product. (4) Given the reactants [O:1]1[CH2:5][CH2:4][CH2:3][CH:2]1[C:6]([OH:8])=[O:7].Cl.[CH3:10]O, predict the reaction product. The product is: [CH3:10][O:7][C:6]([CH:2]1[CH2:3][CH2:4][CH2:5][O:1]1)=[O:8]. (5) Given the reactants [CH2:1]([OH:4])[CH2:2][OH:3].[CH:5]([O-:9])([O-])[O:6][CH3:7].[OH2:10].[C:11]1([CH3:21])[CH:16]=[CH:15][C:14](S(O)(=O)=O)=[CH:13][CH:12]=1.[C:22]1([CH3:28])C=CC=C[CH:23]=1, predict the reaction product. The product is: [O:3]1[CH2:2][CH2:1][O:4][C:28]21[C:15]1[C:14](=[CH:13][CH:12]=[C:11]([CH2:21][C:5]([O:6][CH3:7])=[O:9])[CH:16]=1)[O:10][CH2:23][CH2:22]2. (6) Given the reactants [CH3:1][O:2][C:3]1[CH:4]=[C:5]2[C:10](=[CH:11][C:12]=1[O:13][CH3:14])[N:9]=[CH:8][CH:7]=[C:6]2[O:15][C:16]1[CH:22]=[CH:21][C:19]([NH2:20])=[CH:18][CH:17]=1.[C:23]1(C)C=C[CH:26]=[CH:25][CH:24]=1.[CH2:30]([N:32]([CH2:35]C)CC)C.ClC(Cl)([O:40][C:41](=O)[O:42]C(Cl)(Cl)Cl)Cl, predict the reaction product. The product is: [CH3:1][O:2][C:3]1[CH:4]=[C:5]2[C:10](=[CH:11][C:12]=1[O:13][CH3:14])[N:9]=[CH:8][CH:7]=[C:6]2[O:15][C:16]1[CH:22]=[CH:21][C:19]([NH:20][C:41](=[O:40])[O:42][CH2:23][CH2:24][CH2:25][CH2:26][N:32]([CH3:35])[CH3:30])=[CH:18][CH:17]=1. (7) The product is: [CH3:1][C:2]1[CH:7]=[CH:6][C:5]([S:8]([O:11][C:12]2[CH:13]=[C:14]3[C:15](=[CH:16][CH:17]=2)[NH:18][C:21]([CH3:23])([CH3:22])[CH:20]([I:30])[CH2:19]3)(=[O:10])=[O:9])=[CH:4][CH:3]=1. Given the reactants [CH3:1][C:2]1[CH:7]=[CH:6][C:5]([S:8]([O:11][C:12]2[CH:17]=[CH:16][C:15]([NH2:18])=[C:14]([CH2:19][CH:20]=[C:21]([CH3:23])[CH3:22])[CH:13]=2)(=[O:10])=[O:9])=[CH:4][CH:3]=1.C(=O)([O-])[O-].[Na+].[Na+].[I:30]I.S([O-])([O-])(=O)=S.[Na+].[Na+], predict the reaction product.